Dataset: Full USPTO retrosynthesis dataset with 1.9M reactions from patents (1976-2016). Task: Predict the reactants needed to synthesize the given product. (1) Given the product [CH2:8]([C:5]1[CH:4]=[CH:3][C:2]([CH:11]=[CH2:12])=[CH:7][N:6]=1)[CH2:9][CH3:10], predict the reactants needed to synthesize it. The reactants are: Br[C:2]1[CH:3]=[CH:4][C:5]([CH2:8][CH2:9][CH3:10])=[N:6][CH:7]=1.[CH2:11](C([Sn])=C(CCCC)CCCC)[CH2:12]CC. (2) Given the product [N+:1]([C:4]1[CH:5]=[N:6][N:7]([CH2:9][CH2:10][C:11]([N:23]2[CH2:28][CH2:27][CH2:26][CH2:25][CH2:24]2)=[O:13])[CH:8]=1)([O-:3])=[O:2], predict the reactants needed to synthesize it. The reactants are: [N+:1]([C:4]1[CH:5]=[N:6][N:7]([CH2:9][CH2:10][C:11]([OH:13])=O)[CH:8]=1)([O-:3])=[O:2].C(N(C(C)C)CC)(C)C.[NH:23]1[CH2:28][CH2:27][CH2:26][CH2:25][CH2:24]1.ON1C2C=CC=CC=2N=N1.CN(C)CCCN=C=NCC.C(=O)(O)[O-].[Na+]. (3) Given the product [Cl:27][C:16]1[C:17]([N+:21]([O-:23])=[O:22])=[CH:18][C:19]([CH3:20])=[C:14]([C:4]2[CH:5]=[CH:6][C:7]([O:9][C:10]([F:13])([F:12])[F:11])=[CH:8][C:3]=2[O:2][CH3:1])[N:15]=1, predict the reactants needed to synthesize it. The reactants are: [CH3:1][O:2][C:3]1[CH:8]=[C:7]([O:9][C:10]([F:13])([F:12])[F:11])[CH:6]=[CH:5][C:4]=1[C:14]1[C:19]([CH3:20])=[CH:18][C:17]([N+:21]([O-:23])=[O:22])=[CH:16][N+:15]=1[O-].O=P(Cl)(Cl)[Cl:27]. (4) Given the product [CH3:1][O:2][C:3](=[O:33])[N:4]=[C:5]([S:31][CH3:32])[C:6]([C:20]1[CH:25]=[C:24]([O:26][CH3:27])[CH:23]=[C:22]([O:62][CH2:61][CH2:60][O:59][CH3:58])[C:21]=1[F:30])=[N:47][C:44]1[CH:43]=[CH:42][C:41]([C:38]2[N:37]=[C:36]([C:35]([F:48])([F:34])[F:49])[O:40][N:39]=2)=[CH:46][CH:45]=1, predict the reactants needed to synthesize it. The reactants are: [CH3:1][O:2][C:3](=[O:33])[N:4]=[C:5]([S:31][CH3:32])[C:6]([C:20]1[CH:25]=[C:24]([O:26][CH3:27])[C:23](OC)=[CH:22][C:21]=1[F:30])=NC1C=CC(C2N=C(C)ON=2)=CC=1.[F:34][C:35]([F:49])([F:48])[C:36]1[O:40][N:39]=[C:38]([C:41]2[CH:46]=[CH:45][C:44]([NH2:47])=[CH:43][CH:42]=2)[N:37]=1.FC1[C:58]([O:59][CH2:60][CH2:61][O:62]C)=CC(OC)=CC=1C=O.CC1ON=C(C2C=CC(N)=CC=2)N=1.FC1C=C(OC)C(OC)=CC=1C=O. (5) The reactants are: Cl.[Cl:2][C:3]1[CH:25]=[C:24]([F:26])[CH:23]=[CH:22][C:4]=1[C:5]([NH:7][C:8]1[CH:13]=[CH:12][CH:11]=[C:10]([NH:14][C@H:15]2[CH2:20][CH2:19][NH:18][C@@H:17]([CH3:21])[CH2:16]2)[CH:9]=1)=[O:6].[C:27](O)(=O)C.C([BH3-])#N.[Na+].C=O.C(=O)(O)[O-].[Na+].[Cl-].[NH4+]. Given the product [ClH:2].[Cl:2][C:3]1[CH:25]=[C:24]([F:26])[CH:23]=[CH:22][C:4]=1[C:5]([NH:7][C:8]1[CH:13]=[CH:12][CH:11]=[C:10]([NH:14][C@H:15]2[CH2:20][CH2:19][N:18]([CH3:27])[C@@H:17]([CH3:21])[CH2:16]2)[CH:9]=1)=[O:6], predict the reactants needed to synthesize it. (6) Given the product [NH2:1][C:2]1[CH:3]=[C:4]([O:14][CH3:15])[C:5]([CH2:6][OH:7])=[CH:10][C:11]=1[C:12]#[N:13], predict the reactants needed to synthesize it. The reactants are: [NH2:1][C:2]1[C:11]([C:12]#[N:13])=[CH:10][C:5]([C:6](OC)=[O:7])=[C:4]([O:14][CH3:15])[CH:3]=1.[BH4-].[Li+].C(O)C.[Cl-].[NH4+].